This data is from Reaction yield outcomes from USPTO patents with 853,638 reactions. The task is: Predict the reaction yield, written as a fraction of the theoretical maximum amount of product (1.0 means a 100% yield; for example, 0.34 means a 34% yield). (1) The reactants are [C:1]([SiH2:5][O:6][C:7]([CH3:17])([CH3:16])[C:8]1[CH:9]=[CH:10][C:11]([F:15])=[C:12]([OH:14])[CH:13]=1)([CH3:4])([CH3:3])[CH3:2].N1C=CN=C1.[C:23]([Si:27](Cl)([CH3:29])[CH3:28])([CH3:26])([CH3:25])[CH3:24]. The catalyst is CN(C=O)C. The product is [C:23]([Si:27]([CH3:29])([CH3:28])[O:14][C:12]1[CH:13]=[C:8]([C:7]([CH3:17])([CH3:16])[O:6][SiH2:5][C:1]([CH3:4])([CH3:2])[CH3:3])[CH:9]=[CH:10][C:11]=1[F:15])([CH3:26])([CH3:25])[CH3:24]. The yield is 0.680. (2) The reactants are C(OC([N:11]1[CH:16]2[CH2:17][NH:18][CH2:19][CH:12]1[CH2:13][O:14][CH2:15]2)=O)C1C=CC=CC=1.[CH2:20]=O.[BH4-].[Na+]. The catalyst is CO. The product is [CH3:20][N:18]1[CH2:17][CH:16]2[NH:11][CH:12]([CH2:13][O:14][CH2:15]2)[CH2:19]1. The yield is 0.810. (3) The reactants are [Br:1][C:2]1[N:6]([S:7]([C:10]2[CH:15]=[CH:14][CH:13]=[CH:12][CH:11]=2)(=[O:9])=[O:8])[CH:5]=[C:4]([CH2:16][OH:17])[CH:3]=1.O.C[N+]1([O-])CCOCC1. The catalyst is C(#N)C.[Ru]([O-])(=O)(=O)=O.C([N+](CCC)(CCC)CCC)CC. The product is [Br:1][C:2]1[N:6]([S:7]([C:10]2[CH:15]=[CH:14][CH:13]=[CH:12][CH:11]=2)(=[O:9])=[O:8])[CH:5]=[C:4]([CH:16]=[O:17])[CH:3]=1. The yield is 0.710. (4) The product is [CH2:24]([O:23][C:17]1[CH:16]=[C:15]([NH:14][C:10]2[CH:11]=[CH:12][CH:13]=[C:4]([C:3]([OH:26])=[O:2])[C:5]=2[C:6]([OH:8])=[O:7])[CH:20]=[CH:19][C:18]=1[O:21][CH3:22])[CH3:25]. The catalyst is C(O)C. The yield is 0.870. The reactants are C[O:2][C:3](=[O:26])[C:4]1[C:5](=[C:10]([NH:14][C:15]2[CH:20]=[CH:19][C:18]([O:21][CH3:22])=[C:17]([O:23][CH2:24][CH3:25])[CH:16]=2)[CH:11]=[CH:12][CH:13]=1)[C:6]([O:8]C)=[O:7].[OH-].[Na+]. (5) The yield is 0.350. The catalyst is C(O)C. The reactants are [NH:1]1[CH:5]=[N:4][C:3]([SH:6])=[N:2]1.I[CH2:8][CH2:9][OH:10].C(N(CC)CC)C. The product is [NH:1]1[CH:5]=[N:4][C:3]([S:6][CH2:8][CH2:9][OH:10])=[N:2]1. (6) The reactants are [NH:1]1[C:5]2=[N:6][CH:7]=[CH:8][CH:9]=[C:4]2[CH2:3][CH2:2]1.[Br:10]N1C(=O)CCC1=O.C(=O)(O)[O-].[Na+]. The catalyst is CN(C)C=O. The product is [Br:10][C:8]1[CH:9]=[C:4]2[CH2:3][CH2:2][NH:1][C:5]2=[N:6][CH:7]=1. The yield is 0.480. (7) The catalyst is C(OCC)(=O)C.[Pd]. The product is [O:1]1[C:6]2=[CH:7][CH:8]=[CH:9][C:5]2=[CH:4][CH:3]=[C:2]1[C:10]1[CH:15]=[CH:14][CH:13]=[CH:12][C:11]=1[CH2:16][CH2:17][S:18]([NH:21][C:22]1[CH:27]=[CH:26][CH:25]=[CH:24][C:23]=1[S:28]([NH2:31])(=[O:30])=[O:29])(=[O:20])=[O:19]. The reactants are [O:1]1[C:6]2=[CH:7][CH:8]=[CH:9][C:5]2=[CH:4][CH:3]=[C:2]1[C:10]1[CH:15]=[CH:14][CH:13]=[CH:12][C:11]=1/[CH:16]=[CH:17]/[S:18]([NH:21][C:22]1[CH:27]=[CH:26][CH:25]=[CH:24][C:23]=1[S:28]([NH2:31])(=[O:30])=[O:29])(=[O:20])=[O:19].[H][H]. The yield is 0.280. (8) The reactants are [C:1]([O:5][C:6]([N:8]1[CH2:24][CH2:23][C:10]2([CH2:13][CH:12]([N:14]3[CH2:19][CH2:18][CH:17]([C:20]([OH:22])=O)[CH2:16][CH2:15]3)[CH2:11]2)[CH2:9]1)=[O:7])([CH3:4])([CH3:3])[CH3:2].Cl.[CH3:26][C:27]1([NH2:31])[CH2:30][CH2:29][CH2:28]1.CN(C(ON1N=NC2C=CC=NC1=2)=[N+](C)C)C.F[P-](F)(F)(F)(F)F.CCN(C(C)C)C(C)C. The catalyst is CN(C=O)C. The product is [CH3:26][C:27]1([NH:31][C:20]([CH:17]2[CH2:16][CH2:15][N:14]([CH:12]3[CH2:13][C:10]4([CH2:23][CH2:24][N:8]([C:6]([O:5][C:1]([CH3:4])([CH3:2])[CH3:3])=[O:7])[CH2:9]4)[CH2:11]3)[CH2:19][CH2:18]2)=[O:22])[CH2:30][CH2:29][CH2:28]1. The yield is 0.767.